From a dataset of Kir2.1 potassium channel HTS with 301,493 compounds. Binary Classification. Given a drug SMILES string, predict its activity (active/inactive) in a high-throughput screening assay against a specified biological target. The compound is Clc1ccc(COc2c([nH]ccc2=O)C)cc1. The result is 0 (inactive).